This data is from Catalyst prediction with 721,799 reactions and 888 catalyst types from USPTO. The task is: Predict which catalyst facilitates the given reaction. (1) Reactant: CN1CCOCC1.ON1C2C=CC=CC=2N=N1.[NH2:18][CH:19]([C:23]1[CH:28]=[CH:27][CH:26]=[CH:25][CH:24]=1)[CH:20]([OH:22])[CH3:21].[Cl:29][C:30]1[CH:47]=[CH:46][CH:45]=[CH:44][C:31]=1[C:32]([NH:34][C:35]1[CH:43]=[CH:42][C:38]([C:39](O)=[O:40])=[CH:37][CH:36]=1)=[O:33].Cl.CN(C)CCCN=C=NCC. Product: [Cl:29][C:30]1[CH:47]=[CH:46][CH:45]=[CH:44][C:31]=1[C:32]([NH:34][C:35]1[CH:43]=[CH:42][C:38]([C:39]([NH:18][CH:19]([C:23]2[CH:28]=[CH:27][CH:26]=[CH:25][CH:24]=2)[CH:20]([OH:22])[CH3:21])=[O:40])=[CH:37][CH:36]=1)=[O:33]. The catalyst class is: 248. (2) Reactant: CS(C)=O.[N+:5](/[CH:8]=[CH:9]/[C:10]1[S:11][C:12]([O:15][C:16]2[CH:21]=[CH:20][C:19]([CH3:22])=[CH:18][CH:17]=2)=[CH:13][CH:14]=1)([O-:7])=[O:6].C(O)(=O)C.[BH4-].[Na+]. Product: [N+:5]([CH2:8][CH2:9][C:10]1[S:11][C:12]([O:15][C:16]2[CH:21]=[CH:20][C:19]([CH3:22])=[CH:18][CH:17]=2)=[CH:13][CH:14]=1)([O-:7])=[O:6]. The catalyst class is: 6. (3) Reactant: [NH2:1][C@H:2]([CH2:17][C:18]1[CH:23]=[CH:22][C:21]([CH2:24][CH3:25])=[C:20]([CH2:26][CH3:27])[CH:19]=1)[C:3](N([C@@H](C)[C@@H](O)C1C=CC=CC=1)C)=[O:4].[OH2:28]. Product: [NH2:1][C@H:2]([CH2:17][C:18]1[CH:23]=[CH:22][C:21]([CH2:24][CH3:25])=[C:20]([CH2:26][CH3:27])[CH:19]=1)[C:3]([OH:4])=[O:28]. The catalyst class is: 12. (4) Reactant: [Cl:1][C:2]1[C:3]2[CH:10]=[C:9]([CH3:11])[NH:8][C:4]=2[N:5]=[CH:6][N:7]=1.O[CH2:13][C@@H:14]1[CH2:18][CH2:17][CH2:16][N:15]1[C:19]([O:21][C:22]([CH3:25])([CH3:24])[CH3:23])=[O:20].C1C=CC(P(C2C=CC=CC=2)C2C=CC=CC=2)=CC=1.CCN(C(C)C)C(C)C. Product: [Cl:1][C:2]1[C:3]2[CH:10]=[C:9]([CH3:11])[N:8]([CH2:13][C@@H:14]3[CH2:18][CH2:17][CH2:16][N:15]3[C:19]([O:21][C:22]([CH3:23])([CH3:25])[CH3:24])=[O:20])[C:4]=2[N:5]=[CH:6][N:7]=1. The catalyst class is: 1. (5) Product: [OH:27][C:26]1[C:7]2[S:8][C:9]([CH3:25])=[C:10]([C:11](=[O:24])[C:12]3[CH:17]=[C:16]([O:18][CH3:19])[C:15]([O:20][CH3:21])=[C:14]([O:22][CH3:23])[CH:13]=3)[C:6]=2[CH:5]=[CH:4][C:3]=1[O:2][CH3:1]. Reactant: [CH3:1][O:2][C:3]1[CH:4]=[CH:5][C:6]2[C:10]([C:11](=[O:24])[C:12]3[CH:17]=[C:16]([O:18][CH3:19])[C:15]([O:20][CH3:21])=[C:14]([O:22][CH3:23])[CH:13]=3)=[C:9]([CH3:25])[S:8][C:7]=2[C:26]=1[O:27]S(C1C=CC(C)=CC=1)(=O)=O.CO. The catalyst class is: 464. (6) Product: [I:1][C:2]1[C:3]([CH3:14])=[C:4]([CH:8]=[C:9]([N+:11]([O-:13])=[O:12])[CH:10]=1)[C:5]([O:7][CH3:27])=[O:6]. Reactant: [I:1][C:2]1[C:3]([CH3:14])=[C:4]([CH:8]=[C:9]([N+:11]([O-:13])=[O:12])[CH:10]=1)[C:5]([OH:7])=[O:6].S(=O)(=O)(O)O.S([O-])([O-])=O.[Na+].[Na+].N.[CH3:27]O. The catalyst class is: 6. (7) Reactant: [Cl:1][C:2]1[N:3]=[N:4][C:5](Cl)=[CH:6][CH:7]=1.CC1(C)C(C)(C)OB([C:17]2[CH2:22][CH2:21][N:20]([C:23]([O:25][C:26]([CH3:29])([CH3:28])[CH3:27])=[O:24])[CH2:19][CH:18]=2)O1.C([O-])([O-])=O.[Na+].[Na+]. Product: [Cl:1][C:2]1[N:3]=[N:4][C:5]([C:17]2[CH2:22][CH2:21][N:20]([C:23]([O:25][C:26]([CH3:29])([CH3:28])[CH3:27])=[O:24])[CH2:19][CH:18]=2)=[CH:6][CH:7]=1. The catalyst class is: 669. (8) Reactant: [C:1]([Br:5])(Br)(Br)Br.C(Cl)Cl.[F:9][C:10]1[C:15]([F:16])=[CH:14][C:13]([C:17]2[CH:18]=[CH:19][C:20]([C:23]([NH:25][CH2:26][CH2:27][C:28]([O:30][CH2:31][CH3:32])=[O:29])=[O:24])=[N:21][CH:22]=2)=[C:12](CO)[CH:11]=1.C1C=CC(P(C2C=CC=CC=2)C2C=CC=CC=2)=CC=1. Product: [Br:5][CH2:1][C:12]1[CH:11]=[C:10]([F:9])[C:15]([F:16])=[CH:14][C:13]=1[C:17]1[CH:18]=[CH:19][C:20]([C:23]([NH:25][CH2:26][CH2:27][C:28]([O:30][CH2:31][CH3:32])=[O:29])=[O:24])=[N:21][CH:22]=1. The catalyst class is: 27.